This data is from NCI-60 drug combinations with 297,098 pairs across 59 cell lines. The task is: Regression. Given two drug SMILES strings and cell line genomic features, predict the synergy score measuring deviation from expected non-interaction effect. (1) Drug 1: C1=CC(=CC=C1CCC2=CNC3=C2C(=O)NC(=N3)N)C(=O)NC(CCC(=O)O)C(=O)O. Cell line: MALME-3M. Drug 2: CC=C1C(=O)NC(C(=O)OC2CC(=O)NC(C(=O)NC(CSSCCC=C2)C(=O)N1)C(C)C)C(C)C. Synergy scores: CSS=76.9, Synergy_ZIP=12.0, Synergy_Bliss=12.1, Synergy_Loewe=11.9, Synergy_HSA=15.4. (2) Drug 1: C1=CC(=CC=C1C#N)C(C2=CC=C(C=C2)C#N)N3C=NC=N3. Drug 2: C(CCl)NC(=O)N(CCCl)N=O. Cell line: SNB-19. Synergy scores: CSS=1.35, Synergy_ZIP=-2.67, Synergy_Bliss=-0.809, Synergy_Loewe=-2.58, Synergy_HSA=-2.22. (3) Drug 1: C(=O)(N)NO. Drug 2: CCCCC(=O)OCC(=O)C1(CC(C2=C(C1)C(=C3C(=C2O)C(=O)C4=C(C3=O)C=CC=C4OC)O)OC5CC(C(C(O5)C)O)NC(=O)C(F)(F)F)O. Cell line: A498. Synergy scores: CSS=54.1, Synergy_ZIP=2.50, Synergy_Bliss=1.78, Synergy_Loewe=-24.3, Synergy_HSA=1.33. (4) Drug 1: C1=CC(=CC=C1CCCC(=O)O)N(CCCl)CCCl. Drug 2: C(=O)(N)NO. Cell line: MDA-MB-435. Synergy scores: CSS=-5.18, Synergy_ZIP=2.35, Synergy_Bliss=-0.696, Synergy_Loewe=-10.4, Synergy_HSA=-6.34. (5) Drug 1: CC1=C(C=C(C=C1)NC(=O)C2=CC=C(C=C2)CN3CCN(CC3)C)NC4=NC=CC(=N4)C5=CN=CC=C5. Drug 2: CCC1(CC2CC(C3=C(CCN(C2)C1)C4=CC=CC=C4N3)(C5=C(C=C6C(=C5)C78CCN9C7C(C=CC9)(C(C(C8N6C)(C(=O)OC)O)OC(=O)C)CC)OC)C(=O)OC)O.OS(=O)(=O)O. Cell line: BT-549. Synergy scores: CSS=-2.00, Synergy_ZIP=5.14, Synergy_Bliss=2.47, Synergy_Loewe=-0.466, Synergy_HSA=-0.957. (6) Synergy scores: CSS=3.76, Synergy_ZIP=-3.15, Synergy_Bliss=-3.51, Synergy_Loewe=-1.59, Synergy_HSA=-1.53. Cell line: SK-OV-3. Drug 1: C1CCN(CC1)CCOC2=CC=C(C=C2)C(=O)C3=C(SC4=C3C=CC(=C4)O)C5=CC=C(C=C5)O. Drug 2: C1CCC(C(C1)N)N.C(=O)(C(=O)[O-])[O-].[Pt+4].